From a dataset of Peptide-MHC class I binding affinity with 185,985 pairs from IEDB/IMGT. Regression. Given a peptide amino acid sequence and an MHC pseudo amino acid sequence, predict their binding affinity value. This is MHC class I binding data. (1) The peptide sequence is GERSRCYSLY. The MHC is HLA-A26:01 with pseudo-sequence HLA-A26:01. The binding affinity (normalized) is 0. (2) The peptide sequence is LTDSSTLLV. The MHC is HLA-A23:01 with pseudo-sequence HLA-A23:01. The binding affinity (normalized) is 0.0847. (3) The peptide sequence is KAVRLIKFLY. The MHC is HLA-A68:01 with pseudo-sequence HLA-A68:01. The binding affinity (normalized) is 0. (4) The peptide sequence is QLEHGSCQPV. The MHC is HLA-A02:01 with pseudo-sequence HLA-A02:01. The binding affinity (normalized) is 0.744. (5) The peptide sequence is GVPPKVVSY. The MHC is HLA-A03:01 with pseudo-sequence HLA-A03:01. The binding affinity (normalized) is 0.0847. (6) The peptide sequence is IHHYETNVGE. The binding affinity (normalized) is 0.259. The MHC is Mamu-B17 with pseudo-sequence Mamu-B17.